From a dataset of Reaction yield outcomes from USPTO patents with 853,638 reactions. Predict the reaction yield, written as a fraction of the theoretical maximum amount of product (1.0 means a 100% yield; for example, 0.34 means a 34% yield). The reactants are [CH2:1]([O:3][C:4]([C:6]1[O:7][C:8]2[C:13]([C:14](=[O:16])[CH:15]=1)=[CH:12][C:11]([OH:17])=[CH:10][C:9]=2[Br:18])=[O:5])[CH3:2].S(OCC)(O[CH2:23][CH3:24])(=O)=O.C([O-])([O-])=O.[K+].[K+].C(OCC)(=O)C. The catalyst is C1(C)C=CC=CC=1. The product is [CH2:1]([O:3][C:4]([C:6]1[O:7][C:8]2[C:13]([C:14](=[O:16])[CH:15]=1)=[CH:12][C:11]([O:17][CH2:23][CH3:24])=[CH:10][C:9]=2[Br:18])=[O:5])[CH3:2]. The yield is 0.650.